This data is from Forward reaction prediction with 1.9M reactions from USPTO patents (1976-2016). The task is: Predict the product of the given reaction. Given the reactants [CH3:1][O:2][C:3]1[CH:8]=[C:7]([CH3:9])[C:6]([S:10]([N:13]([CH2:15][C:16]2[O:20][N:19]=[C:18]([C:21]([O:23]CC)=O)[N:17]=2)[CH3:14])(=[O:12])=[O:11])=[C:5]([CH3:26])[CH:4]=1.[N:27]1[CH:32]=[CH:31][CH:30]=[C:29]([CH2:33][N:34]2[CH2:39][CH2:38][NH:37][CH2:36][CH2:35]2)[CH:28]=1.C[Al](C)C, predict the reaction product. The product is: [CH3:1][O:2][C:3]1[CH:4]=[C:5]([CH3:26])[C:6]([S:10]([N:13]([CH3:14])[CH2:15][C:16]2[O:20][N:19]=[C:18]([C:21]([N:37]3[CH2:38][CH2:39][N:34]([CH2:33][C:29]4[CH:28]=[N:27][CH:32]=[CH:31][CH:30]=4)[CH2:35][CH2:36]3)=[O:23])[N:17]=2)(=[O:11])=[O:12])=[C:7]([CH3:9])[CH:8]=1.